This data is from Full USPTO retrosynthesis dataset with 1.9M reactions from patents (1976-2016). The task is: Predict the reactants needed to synthesize the given product. (1) The reactants are: [C:1]([C@@H:3]1[CH2:7][CH2:6][CH2:5][C@@H:4]1[NH:8][C:9](=[O:15])[O:10][C:11]([CH3:14])([CH3:13])[CH3:12])#[N:2].C1(C)C=CC=CC=1.[N-:23]=[N+:24]=[N-:25].[Na+].Cl.C(N(CC)CC)C. Given the product [N:2]1[NH:23][N:24]=[N:25][C:1]=1[C@@H:3]1[CH2:7][CH2:6][CH2:5][C@@H:4]1[NH:8][C:9](=[O:15])[O:10][C:11]([CH3:12])([CH3:14])[CH3:13], predict the reactants needed to synthesize it. (2) Given the product [CH3:12][N:2]([CH3:1])[C:3]1[CH:11]=[CH:10][CH:9]=[CH:8][C:4]=1[C:5]([NH:19][C:20]1[CH:25]=[CH:24][C:23]([N:26]2[C:32](=[O:33])[CH2:31][C:30](=[O:34])[NH:29][C:28]3[C:35]4[C:40]([CH:41]=[CH:42][C:27]2=3)=[CH:39][CH:38]=[CH:37][CH:36]=4)=[CH:22][CH:21]=1)=[O:7], predict the reactants needed to synthesize it. The reactants are: [CH3:1][N:2]([CH3:12])[C:3]1[CH:11]=[CH:10][CH:9]=[CH:8][C:4]=1[C:5]([OH:7])=O.C(Cl)(=O)C(Cl)=O.[NH2:19][C:20]1[CH:25]=[CH:24][C:23]([N:26]2[C:32](=[O:33])[CH2:31][C:30](=[O:34])[NH:29][C:28]3[C:35]4[C:40]([CH:41]=[CH:42][C:27]2=3)=[CH:39][CH:38]=[CH:37][CH:36]=4)=[CH:22][CH:21]=1. (3) Given the product [CH2:29]([N:12]1[C:6]2[CH:5]=[C:4]([O:25][CH3:26])[C:3]([O:2][CH3:1])=[CH:24][C:7]=2[C:8]([C:14]2[CH:19]=[CH:18][CH:17]=[C:16]([C:20]([F:23])([F:22])[F:21])[CH:15]=2)=[N:9][CH2:10][C:11]1=[O:13])[C:30]1[CH:35]=[CH:34][CH:33]=[CH:32][CH:31]=1, predict the reactants needed to synthesize it. The reactants are: [CH3:1][O:2][C:3]1[C:4]([O:25][CH3:26])=[CH:5][C:6]2[NH:12][C:11](=[O:13])[CH2:10][N:9]=[C:8]([C:14]3[CH:19]=[CH:18][CH:17]=[C:16]([C:20]([F:23])([F:22])[F:21])[CH:15]=3)[C:7]=2[CH:24]=1.IC.[CH2:29](Br)[C:30]1[CH:35]=[CH:34][CH:33]=[CH:32][CH:31]=1. (4) Given the product [OH:1][C:2]1[CH:10]=[C:9]([C:11]([F:14])([F:13])[F:12])[CH:8]=[CH:7][C:3]=1[C:4](=[O:6])[CH3:15], predict the reactants needed to synthesize it. The reactants are: [OH:1][C:2]1[CH:10]=[C:9]([C:11]([F:14])([F:13])[F:12])[CH:8]=[CH:7][C:3]=1[C:4]([OH:6])=O.[CH2:15]1COCC1.C[Li].Cl. (5) Given the product [Cl:26][C:24]1[CH:38]=[C:37]([N:36]([CH3:35])[C:15]([NH:14][C@@H:10]2[CH2:11][CH2:12][CH2:13][N:8]([C:6]3[CH:5]=[N:4][C:3]([C:22]#[N:23])=[C:2]([Cl:1])[N:7]=3)[CH2:9]2)=[O:21])[CH:39]=[C:27]([C:29]([F:32])([F:31])[F:30])[CH:43]=1, predict the reactants needed to synthesize it. The reactants are: [Cl:1][C:2]1[N:7]=[C:6]([N:8]2[CH2:13][CH2:12][CH2:11][C@@H:10]([NH:14][C:15](=[O:21])OC(C)(C)C)[CH2:9]2)[CH:5]=[N:4][C:3]=1[C:22]#[N:23].[CH2:24]([Cl:26])Cl.[C:27](O)([C:29]([F:32])([F:31])[F:30])=O.C[CH2:35][N:36](C(C)C)[CH:37]([CH3:39])[CH3:38].[CH3:43]COC(C)=O. (6) Given the product [CH3:17][CH:18]([CH2:34][CH3:35])[C:19](=[O:33])[C:20]([O:22][CH2:4]/[CH:3]=[C:2](\[CH3:1])/[CH2:11][CH2:12][CH:13]=[C:14]([CH3:15])[CH3:16])=[O:21], predict the reactants needed to synthesize it. The reactants are: [CH3:1][CH:2]([CH2:11][CH2:12][CH:13]=[C:14]([CH3:16])[CH3:15])[CH2:3][CH2:4]CC(=O)C([O-])=O.[CH3:17][CH:18]([CH2:34][CH3:35])[C:19](=[O:33])[C:20]([O:22]CCC(C)CCC=C(C)C)=[O:21].C(C1C=CC(C(=O)C(OCCC(C)CCC=C(C)C)=O)=CC=1)(=O)C.O=C(C1C=CC=CC=1)C(OCCC(C)CCC=C(C)C)=O.CC(CCC=C(C)C)CCC(C)C(=O)C([O-])=O.C1(C(=O)C(OC/C=C(\C)/CCC=C(C)C)=O)CCCCC1.C1(C(=O)C(OCCC(C)CCC=C(C)C)=O)CCCCC1.O=C(CCC)C(OCCC(C)CCC=C(C)C)=O.C1(C(=O)C(OCC2C=CC(OC)=CC=2)=O)CCCCC1. (7) Given the product [CH2:25]([CH:24]([C:18]1[C:13](=[O:20])[CH:14]=[CH:15][C:16](=[O:19])[CH:17]=1)[CH2:23][CH2:22][CH2:21][OH:27])[CH3:26], predict the reactants needed to synthesize it. The reactants are: [O-]S(OOS([O-])(=O)=O)(=O)=O.[Na+].[Na+].[C:13]1(=[O:20])[CH:18]=[CH:17][C:16](=[O:19])[CH:15]=[CH:14]1.[CH2:21]([OH:27])[CH2:22][CH2:23][CH2:24][CH2:25][CH3:26]. (8) Given the product [CH:43]([C:45]1[CH:53]=[C:52]2[C:48]([CH2:49][CH2:50][C@H:51]2[O:23][C:22]([C@@H:18]2[CH2:19][CH2:20][CH2:21][N:16]([C:14](=[O:15])[C@@H:13]([NH:12][C:10](=[O:11])[C@@H:9]([NH:8][C:6]([O:5][C:1]([CH3:2])([CH3:3])[CH3:4])=[O:7])[CH:40]([CH3:42])[CH3:41])[CH2:25][C:26]3[CH:31]=[CH:30][CH:29]=[C:28]([O:32][Si:33]([C:36]([CH3:39])([CH3:38])[CH3:37])([CH3:34])[CH3:35])[CH:27]=3)[NH:17]2)=[O:24])=[CH:47][CH:46]=1)=[CH2:44], predict the reactants needed to synthesize it. The reactants are: [C:1]([O:5][C:6]([NH:8][C@@H:9]([CH:40]([CH3:42])[CH3:41])[C:10]([NH:12][C@@H:13]([CH2:25][C:26]1[CH:31]=[CH:30][CH:29]=[C:28]([O:32][Si:33]([C:36]([CH3:39])([CH3:38])[CH3:37])([CH3:35])[CH3:34])[CH:27]=1)[C:14]([N:16]1[CH2:21][CH2:20][CH2:19][C@@H:18]([C:22]([OH:24])=[O:23])[NH:17]1)=[O:15])=[O:11])=[O:7])([CH3:4])([CH3:3])[CH3:2].[CH:43]([C:45]1[CH:53]=[C:52]2[C:48]([CH2:49][CH2:50][C@H:51]2O)=[CH:47][CH:46]=1)=[CH2:44].C(N=C=NCCCN(C)C)C. (9) Given the product [N:7]1([CH2:11][CH:13]2[CH2:14][N:15]([CH:17]([C:24]3[CH:29]=[CH:28][CH:27]=[CH:26][CH:25]=3)[C:18]3[CH:19]=[CH:20][CH:21]=[CH:22][CH:23]=3)[CH2:16]2)[CH2:10][CH2:9][CH2:8]1, predict the reactants needed to synthesize it. The reactants are: [H-].[Al+3].[Li+].[H-].[H-].[H-].[N:7]1([C:11]([CH:13]2[CH2:16][N:15]([CH:17]([C:24]3[CH:29]=[CH:28][CH:27]=[CH:26][CH:25]=3)[C:18]3[CH:23]=[CH:22][CH:21]=[CH:20][CH:19]=3)[CH2:14]2)=O)[CH2:10][CH2:9][CH2:8]1.O.[OH-].[Na+].